Dataset: Catalyst prediction with 721,799 reactions and 888 catalyst types from USPTO. Task: Predict which catalyst facilitates the given reaction. (1) Product: [OH:32][C:31]1[C:33]2[C:15](=[O:23])[C:16]3[C:17](=[CH:19][CH:20]=[CH:21][CH:22]=3)[S:18][C:25]=2[CH:27]=[C:28]([OH:29])[CH:30]=1. Reactant: O=P12OP3(OP(OP(O3)(O1)=O)(=O)O2)=O.[C:15](O)(=[O:23])[C:16]1[C:17](=[CH:19][CH:20]=[CH:21][CH:22]=1)[SH:18].[C:25]1([CH:33]=[C:31]([OH:32])[CH:30]=[C:28]([OH:29])[CH:27]=1)O. The catalyst class is: 501. (2) Reactant: [Br:1][C:2]1[S:3][C:4]([Br:10])=[CH:5][C:6]=1[C:7]([OH:9])=[O:8].ClC1C([N+]([O-])=O)=CC([N+]([O-])=O)=CN=1.[CH3:24][C:25](O)([CH2:27][CH2:28][CH:29]([CH3:36])[CH2:30][CH2:31][CH2:32][CH:33]([CH3:35])[CH3:34])[CH3:26].C([O-])(O)=O.[Na+]. Product: [CH3:26][C:25]([O:8][C:7]([C:6]1[CH:5]=[C:4]([Br:10])[S:3][C:2]=1[Br:1])=[O:9])([CH2:27][CH2:28][CH:29]([CH3:36])[CH2:30][CH2:31][CH2:32][CH:33]([CH3:35])[CH3:34])[CH3:24]. The catalyst class is: 228. (3) Reactant: Cl[C:2]1[N:11]=[C:10]([NH:12][CH2:13][CH:14]([C:21]2[CH:26]=[CH:25][CH:24]=[CH:23][CH:22]=2)[C:15]2[CH:16]=[N:17][CH:18]=[CH:19][CH:20]=2)[C:9]2[C:4](=[CH:5][CH:6]=[CH:7][CH:8]=2)[N:3]=1.N1C=CN2C=C(C3N=C(NC[CH:48]([C:54]4[CH:59]=[CH:58]C=CC=4)[C:49]4[NH:50][CH:51]=[CH:52][CH:53]=4)C4C(=CC=CC=4)N=3)C=CC=12. Product: [NH:50]1[C:49]2[C:53](=[CH:58][C:59]([C:2]3[N:11]=[C:10]([NH:12][CH2:13][CH:14]([C:21]4[CH:26]=[CH:25][CH:24]=[CH:23][CH:22]=4)[C:15]4[CH:16]=[N:17][CH:18]=[CH:19][CH:20]=4)[C:9]4[C:4](=[CH:5][CH:6]=[CH:7][CH:8]=4)[N:3]=3)=[CH:54][CH:48]=2)[CH:52]=[CH:51]1. The catalyst class is: 61. (4) Reactant: [OH:1][C:2]1[N:6]([C:7]2[CH:12]=[C:11]([C:13]#[N:14])[CH:10]=[CH:9][N:8]=2)[N:5]=[C:4]([CH:15]([C:17]2[CH:22]=[CH:21][CH:20]=[CH:19][CH:18]=2)[CH3:16])[CH:3]=1.[NH4+].[Cl-].[N-:25]=[N+:26]=[N-:27].[Na+]. Product: [C:17]1([CH:15]([C:4]2[CH:3]=[C:2]([OH:1])[N:6]([C:7]3[CH:12]=[C:11]([C:13]4[NH:27][N:26]=[N:25][N:14]=4)[CH:10]=[CH:9][N:8]=3)[N:5]=2)[CH3:16])[CH:22]=[CH:21][CH:20]=[CH:19][CH:18]=1. The catalyst class is: 3. (5) Reactant: [NH2:1][CH2:2][CH2:3][C:4]1[CH:9]=[CH:8][C:7]([C:10]2[N:11]=[C:12]([NH2:15])[S:13][CH:14]=2)=[CH:6][CH:5]=1.O.[OH-].[Na+].[C:19](O[C:19]([O:21][C:22]([CH3:25])([CH3:24])[CH3:23])=[O:20])([O:21][C:22]([CH3:25])([CH3:24])[CH3:23])=[O:20]. Product: [C:22]([O:21][C:19](=[O:20])[NH:1][CH2:2][CH2:3][C:4]1[CH:5]=[CH:6][C:7]([C:10]2[N:11]=[C:12]([NH2:15])[S:13][CH:14]=2)=[CH:8][CH:9]=1)([CH3:25])([CH3:24])[CH3:23]. The catalyst class is: 12. (6) Reactant: C1(P(C2C=CC=CC=2)C2C=CC3C(=CC=CC=3)C=2C2C3C(=CC=CC=3)C=CC=2P(C2C=CC=CC=2)C2C=CC=CC=2)C=CC=CC=1.Cl.[CH3:48][Si:49]([CH3:76])([CH3:75])[CH2:50][CH2:51][O:52][CH2:53][N:54]1[C:58]2[N:59]=[CH:60][N:61]=[C:62]([C:63]3[CH:64]=[N:65][N:66]([C:68]4([CH2:72][C:73]#[N:74])[CH2:71][NH:70][CH2:69]4)[CH:67]=3)[C:57]=2[CH:56]=[CH:55]1.Br[C:78]1[CH:79]=[CH:80][C:81]([C:84]([O:86][CH3:87])=[O:85])=[N:82][CH:83]=1.C(=O)([O-])[O-].[Cs+].[Cs+]. Product: [C:73]([CH2:72][C:68]1([N:66]2[CH:67]=[C:63]([C:62]3[C:57]4[CH:56]=[CH:55][N:54]([CH2:53][O:52][CH2:51][CH2:50][Si:49]([CH3:75])([CH3:48])[CH3:76])[C:58]=4[N:59]=[CH:60][N:61]=3)[CH:64]=[N:65]2)[CH2:69][N:70]([C:78]2[CH:79]=[CH:80][C:81]([C:84]([O:86][CH3:87])=[O:85])=[N:82][CH:83]=2)[CH2:71]1)#[N:74]. The catalyst class is: 164. (7) Product: [Cl:1][C:2]1[CH:3]=[C:4]([CH2:9][N:10]2[CH:14]=[C:13]([C:15]([OH:17])=[O:16])[N:12]=[N:11]2)[CH:5]=[CH:6][C:7]=1[Cl:8]. The catalyst class is: 8. Reactant: [Cl:1][C:2]1[CH:3]=[C:4]([CH2:9][N:10]2[CH:14]=[C:13]([C:15]([O:17]CC)=[O:16])[N:12]=[N:11]2)[CH:5]=[CH:6][C:7]=1[Cl:8].[OH-].[Na+]. (8) Reactant: [F:1][CH:2]([F:13])[O:3][C:4]1[CH:11]=[CH:10][CH:9]=[C:8](F)[C:5]=1[C:6]#[N:7].CN(C)C=O.[CH2:19]([SH:22])[CH2:20][CH3:21].[OH-].[K+]. Product: [F:1][CH:2]([F:13])[O:3][C:4]1[CH:11]=[CH:10][CH:9]=[C:8]([S:22][CH2:19][CH2:20][CH3:21])[C:5]=1[C:6]#[N:7]. The catalyst class is: 6.